This data is from Forward reaction prediction with 1.9M reactions from USPTO patents (1976-2016). The task is: Predict the product of the given reaction. (1) Given the reactants [CH3:1][N:2]([CH2:4][C-:5]1[CH:9]=[CH:8][CH:7]=[C:6]1[Si:10]([C:23]1[CH:28]=[CH:27][CH:26]=[CH:25][CH:24]=1)([C:17]1[CH:22]=[CH:21][CH:20]=[CH:19][CH:18]=1)[C:11]1[CH:16]=[CH:15][CH:14]=[CH:13][CH:12]=1)[CH3:3].[CH-]1C=CC=C1.[Fe+2:34].C([Li])CCC.C(=O)=O.CC(C)=O.[CH3:47][N+:48]([CH3:50])=[CH2:49].[I-], predict the reaction product. The product is: [CH3:47][N:48]([CH2:50][C-:9]1[CH:8]=[CH:7][C:6]([Si:10]([C:17]2[CH:18]=[CH:19][CH:20]=[CH:21][CH:22]=2)([C:23]2[CH:28]=[CH:27][CH:26]=[CH:25][CH:24]=2)[C:11]2[CH:16]=[CH:15][CH:14]=[CH:13][CH:12]=2)=[C:5]1[CH2:4][N:2]([CH3:1])[CH3:3])[CH3:49].[C-:6]1([Si:10]([C:11]2[CH:12]=[CH:13][CH:14]=[CH:15][CH:16]=2)([C:17]2[CH:18]=[CH:19][CH:20]=[CH:21][CH:22]=2)[C:23]2[CH:28]=[CH:27][CH:26]=[CH:25][CH:24]=2)[CH:5]=[CH:9][CH:8]=[CH:7]1.[Fe+2:34]. (2) Given the reactants [BH4-].[Na+].[N:3]1([C:9]([C:11]2[CH:19]=[C:18]3[C:14]([C:15]([CH:20]=[O:21])=[CH:16][NH:17]3)=[CH:13][CH:12]=2)=[O:10])[CH2:8][CH2:7][O:6][CH2:5][CH2:4]1, predict the reaction product. The product is: [OH:21][CH2:20][C:15]1[C:14]2[C:18](=[CH:19][C:11]([C:9]([N:3]3[CH2:8][CH2:7][O:6][CH2:5][CH2:4]3)=[O:10])=[CH:12][CH:13]=2)[NH:17][CH:16]=1. (3) Given the reactants [CH3:1][N:2]([CH3:38])[CH2:3][CH2:4][NH:5][C:6]([C:8]1[CH:9]=[C:10]2[C:18](=[CH:19][CH:20]=1)[NH:17][C:16]1[C:15]([O:21][CH3:22])=[C:14]3[NH:23][C:24]4[CH:25]=[CH:26][C:27]([C:30]([NH:32][CH2:33][CH2:34][N:35]([CH3:37])[CH3:36])=O)=[CH:28][C:29]=4[C:13]3=[CH:12][C:11]2=1)=O.[H-].[H-].[H-].[H-].[Li+].[Al+3], predict the reaction product. The product is: [CH3:22][O:21][C:15]1[C:14]2[NH:23][C:24]3[C:29](=[CH:28][C:27]([CH2:30][NH:32][CH2:33][CH2:34][N:35]([CH3:36])[CH3:37])=[CH:26][CH:25]=3)[C:13]=2[CH:12]=[C:11]2[C:10]3[CH:9]=[C:8]([CH2:6][NH:5][CH2:4][CH2:3][N:2]([CH3:1])[CH3:38])[CH:20]=[CH:19][C:18]=3[NH:17][C:16]=12.